Dataset: Reaction yield outcomes from USPTO patents with 853,638 reactions. Task: Predict the reaction yield, written as a fraction of the theoretical maximum amount of product (1.0 means a 100% yield; for example, 0.34 means a 34% yield). (1) The reactants are C(OC([NH:8][C:9]1[O:17][C:16]2[C:11](=[N:12][CH:13]=[C:14]([CH2:18][N:19]3[CH2:23][CH2:22][C@@H:21]([F:24])[CH2:20]3)[CH:15]=2)[C:10]=1[C:25]([NH:27][C:28]1[CH:29]=[N:30][CH:31]=[CH:32][C:33]=1[N:34]1[CH2:39][C@H:38]([C:40]([F:43])([F:42])[F:41])[CH2:37][C@H:36]([NH:44]C(=O)OC(C)(C)C)[CH2:35]1)=[O:26])=O)(C)(C)C.Cl.O1CCOCC1. The catalyst is CO. The product is [NH2:8][C:9]1[O:17][C:16]2[C:11](=[N:12][CH:13]=[C:14]([CH2:18][N:19]3[CH2:23][CH2:22][C@@H:21]([F:24])[CH2:20]3)[CH:15]=2)[C:10]=1[C:25]([NH:27][C:28]1[CH:29]=[N:30][CH:31]=[CH:32][C:33]=1[N:34]1[CH2:39][C@H:38]([C:40]([F:42])([F:43])[F:41])[CH2:37][C@H:36]([NH2:44])[CH2:35]1)=[O:26]. The yield is 0.480. (2) The reactants are Cl.[CH:2]1([CH2:5][NH:6][C:7](=[O:15])[CH:8]=[C:9]2[CH2:14][CH2:13][NH:12][CH2:11][CH2:10]2)[CH2:4][CH2:3]1.[F:16][C:17]1[CH:31]=[CH:30][C:20]([CH:21](Cl)[C:22]2[CH:27]=[CH:26][C:25]([F:28])=[CH:24][CH:23]=2)=[CH:19][CH:18]=1.C([O-])([O-])=O.[K+].[K+]. The catalyst is C(#N)C. The product is [F:16][C:17]1[CH:18]=[CH:19][C:20]([CH:21]([C:22]2[CH:27]=[CH:26][C:25]([F:28])=[CH:24][CH:23]=2)[N:12]2[CH2:13][CH2:14][C:9](=[CH:8][C:7]([NH:6][CH2:5][CH:2]3[CH2:4][CH2:3]3)=[O:15])[CH2:10][CH2:11]2)=[CH:30][CH:31]=1. The yield is 0.780.